This data is from Forward reaction prediction with 1.9M reactions from USPTO patents (1976-2016). The task is: Predict the product of the given reaction. (1) Given the reactants [CH3:1][CH:2]1[CH2:11][CH2:10][C:9]2[C:4](=[CH:5][CH:6]=[CH:7][CH:8]=2)[NH:3]1.[C:12](OC(=O)C)(=[O:14])[CH3:13], predict the reaction product. The product is: [C:12]([N:3]1[C:4]2[C:9](=[CH:8][CH:7]=[CH:6][CH:5]=2)[CH2:10][CH2:11][CH:2]1[CH3:1])(=[O:14])[CH3:13]. (2) Given the reactants [Cl:1][C:2]1[CH:7]=[CH:6][C:5]([C:8]2([C:11]([OH:13])=O)[CH2:10][CH2:9]2)=[CH:4][CH:3]=1.[K+].[CH3:15][O:16][C:17](=[O:22])[CH2:18]C([O-])=O, predict the reaction product. The product is: [Cl:1][C:2]1[CH:3]=[CH:4][C:5]([C:8]2([C:11](=[O:13])[CH2:18][C:17]([O:16][CH3:15])=[O:22])[CH2:9][CH2:10]2)=[CH:6][CH:7]=1. (3) Given the reactants [O:1]1CCC[CH2:2]1.Br[C:7]1[CH:21]=[CH:20][C:10]([CH2:11][O:12][C:13]2[CH:18]=[C:17]([CH3:19])[CH:16]=[CH:15][N:14]=2)=[CH:9][CH:8]=1.C([Li])CCC.CN(C)C=O, predict the reaction product. The product is: [CH3:19][C:17]1[CH:16]=[CH:15][N:14]=[C:13]([O:12][CH2:11][C:10]2[CH:20]=[CH:21][C:7]([CH:2]=[O:1])=[CH:8][CH:9]=2)[CH:18]=1. (4) Given the reactants [NH:1]1[CH:5]=[C:4]([CH:6]=[O:7])[N:3]=[CH:2]1.[F:8][C:9]1[CH:14]=[C:13]([F:15])[CH:12]=[CH:11][C:10]=1I.C([O-])([O-])=O.[Cs+].[Cs+].CN[C@@H]1CCCC[C@H]1NC, predict the reaction product. The product is: [F:8][C:9]1[CH:14]=[C:13]([F:15])[CH:12]=[CH:11][C:10]=1[N:1]1[CH:5]=[C:4]([CH:6]=[O:7])[N:3]=[CH:2]1. (5) Given the reactants [NH2:1][C@@H:2]1[CH2:7][CH2:6][C@H:5]([N:8]2[C:12]3[N:13]=[CH:14][N:15]=[C:16]([NH2:17])[C:11]=3[C:10]([C:18]3[CH:23]=[CH:22][CH:21]=[C:20]([O:24][CH2:25][C:26]4[CH:31]=[CH:30][CH:29]=[CH:28][CH:27]=4)[CH:19]=3)=[CH:9]2)[CH2:4][CH2:3]1.CS[C:34]1[NH:35][CH2:36][CH2:37][N:38]=1, predict the reaction product. The product is: [CH2:25]([O:24][C:20]1[CH:19]=[C:18]([C:10]2[C:11]3[C:16]([NH2:17])=[N:15][CH:14]=[N:13][C:12]=3[N:8]([C@H:5]3[CH2:4][CH2:3][C@@H:2]([NH:1][C:34]4[NH:38][CH2:37][CH2:36][N:35]=4)[CH2:7][CH2:6]3)[CH:9]=2)[CH:23]=[CH:22][CH:21]=1)[C:26]1[CH:27]=[CH:28][CH:29]=[CH:30][CH:31]=1. (6) Given the reactants [F:1][CH:2]([F:25])[C:3]1[CH:8]=[CH:7][C:6]([C:9]2[N:14]=[CH:13][N:12]=[C:11]([CH2:15][NH:16][C:17]([C@@H:19]3[C@@H:23]([F:24])[CH2:22][CH2:21][NH:20]3)=[O:18])[CH:10]=2)=[CH:5][CH:4]=1.C(N(CC)CC)C.[F:33][C:34]1[CH:39]=[CH:38][C:37]([S:40](Cl)(=[O:42])=[O:41])=[CH:36][CH:35]=1, predict the reaction product. The product is: [F:25][CH:2]([F:1])[C:3]1[CH:8]=[CH:7][C:6]([C:9]2[N:14]=[CH:13][N:12]=[C:11]([CH2:15][NH:16][C:17]([C@@H:19]3[C@@H:23]([F:24])[CH2:22][CH2:21][N:20]3[S:40]([C:37]3[CH:38]=[CH:39][C:34]([F:33])=[CH:35][CH:36]=3)(=[O:42])=[O:41])=[O:18])[CH:10]=2)=[CH:5][CH:4]=1. (7) Given the reactants [CH2:1]([O:3][C:4]([C:6]1([C:9]2[CH:14]=[CH:13][C:12]([C:15]3[CH:20]=[CH:19][C:18]([C:21]4[S:22][C:23]([F:29])=[CH:24][C:25]=4C(O)=O)=[CH:17][CH:16]=3)=[CH:11][CH:10]=2)[CH2:8][CH2:7]1)=[O:5])[CH3:2].C([N:32]([CH2:35]C)CC)C.C1(P(N=[N+]=[N-])(C2C=CC=CC=2)=[O:44])C=CC=CC=1.[Cl:54][C:55]1[C:56]([CH:60]([OH:62])[CH3:61])=[CH:57][S:58][CH:59]=1, predict the reaction product. The product is: [CH2:1]([O:3][C:4]([C:6]1([C:9]2[CH:14]=[CH:13][C:12]([C:15]3[CH:16]=[CH:17][C:18]([C:21]4[S:22][C:23]([F:29])=[CH:24][C:25]=4[NH:32][C:35]([O:62][CH:60]([C:56]4[C:55]([Cl:54])=[CH:59][S:58][CH:57]=4)[CH3:61])=[O:44])=[CH:19][CH:20]=3)=[CH:11][CH:10]=2)[CH2:7][CH2:8]1)=[O:5])[CH3:2].